This data is from Catalyst prediction with 721,799 reactions and 888 catalyst types from USPTO. The task is: Predict which catalyst facilitates the given reaction. (1) Reactant: Br[C:2]1[CH:3]=[N:4][CH:5]=[C:6]([C@@H:8]2[CH2:12][CH2:11][CH2:10][N:9]2[C@@H:13]([C:15]2[CH:20]=[CH:19][C:18]([O:21][CH3:22])=[CH:17][CH:16]=2)[CH3:14])[CH:7]=1.[B:23]1([B:23]2[O:27][C:26]([CH3:29])([CH3:28])[C:25]([CH3:31])([CH3:30])[O:24]2)[O:27][C:26]([CH3:29])([CH3:28])[C:25]([CH3:31])([CH3:30])[O:24]1.C([O-])(=O)C.[K+]. Product: [CH3:22][O:21][C:18]1[CH:19]=[CH:20][C:15]([C@H:13]([N:9]2[CH2:10][CH2:11][CH2:12][C@H:8]2[C:6]2[CH:5]=[N:4][CH:3]=[C:2]([B:23]3[O:27][C:26]([CH3:29])([CH3:28])[C:25]([CH3:31])([CH3:30])[O:24]3)[CH:7]=2)[CH3:14])=[CH:16][CH:17]=1. The catalyst class is: 1. (2) Reactant: [Cl:1][C:2]1[CH:3]=[CH:4][C:5]([OH:10])=[C:6]([CH:9]=1)[CH:7]=[O:8].[CH2:11](Br)[CH3:12].C(=O)([O-])[O-].[K+].[K+]. Product: [Cl:1][C:2]1[CH:3]=[CH:4][C:5]([O:10][CH2:11][CH3:12])=[C:6]([CH:9]=1)[CH:7]=[O:8]. The catalyst class is: 9. (3) Reactant: [Cl:1][C:2]1[C:7]([C:8]([O:10]CC)=[O:9])=[C:6](F)[C:5]([CH2:14][NH:15][C:16](=[O:21])[C:17]([CH3:20])([CH3:19])[CH3:18])=[CH:4][CH:3]=1.[OH-].[K+].C(O)(=O)C[C:26](CC(O)=O)(C(O)=O)[OH:27]. Product: [Cl:1][C:2]1[C:7]([C:8]([OH:10])=[O:9])=[C:6]([O:27][CH3:26])[C:5]([CH2:14][NH:15][C:16](=[O:21])[C:17]([CH3:18])([CH3:19])[CH3:20])=[CH:4][CH:3]=1. The catalyst class is: 87. (4) Reactant: [Cl:1][C:2]1[CH:3]=[C:4]2[C:8](=[CH:9][CH:10]=1)[N:7]([CH:11]([C:18]1[CH:23]=[CH:22][CH:21]=[CH:20][CH:19]=1)[C:12]1[CH:17]=[CH:16][CH:15]=[CH:14][CH:13]=1)[C:6]([CH2:24][CH2:25][NH:26][S:27]([CH2:30][C:31]1[CH:36]=[CH:35][CH:34]=[CH:33][C:32]=1[CH:37]=O)(=[O:29])=[O:28])=[C:5]2[CH2:39][CH2:40][CH2:41][C:42]1[CH:51]=[CH:50][C:45]([C:46]([O:48][CH3:49])=[O:47])=[CH:44][CH:43]=1.[NH:52]([CH2:55][CH3:56])[CH2:53][CH3:54].[BH-](OC(C)=O)(OC(C)=O)OC(C)=O.[Na+]. Product: [Cl:1][C:2]1[CH:3]=[C:4]2[C:8](=[CH:9][CH:10]=1)[N:7]([CH:11]([C:12]1[CH:13]=[CH:14][CH:15]=[CH:16][CH:17]=1)[C:18]1[CH:19]=[CH:20][CH:21]=[CH:22][CH:23]=1)[C:6]([CH2:24][CH2:25][NH:26][S:27]([CH2:30][C:31]1[CH:36]=[CH:35][CH:34]=[CH:33][C:32]=1[CH2:37][N:52]([CH2:55][CH3:56])[CH2:53][CH3:54])(=[O:29])=[O:28])=[C:5]2[CH2:39][CH2:40][CH2:41][C:42]1[CH:43]=[CH:44][C:45]([C:46]([O:48][CH3:49])=[O:47])=[CH:50][CH:51]=1. The catalyst class is: 26. (5) Reactant: [NH2:1][C:2]1[CH:7]=[C:6]([Cl:8])[CH:5]=[CH:4][N:3]=1.[Cl:9][C:10]1[CH:19]=[C:18]([Cl:20])[CH:17]=[CH:16][C:11]=1[C:12](=O)[CH2:13]Cl.[OH-].[Na+]. Product: [Cl:8][C:6]1[CH:5]=[CH:4][N:3]2[CH:13]=[C:12]([C:11]3[CH:16]=[CH:17][C:18]([Cl:20])=[CH:19][C:10]=3[Cl:9])[N:1]=[C:2]2[CH:7]=1. The catalyst class is: 8.